Dataset: Full USPTO retrosynthesis dataset with 1.9M reactions from patents (1976-2016). Task: Predict the reactants needed to synthesize the given product. (1) Given the product [CH:44]1([N:37]([CH:38]2[CH2:39][CH2:40][CH2:41][CH2:42][CH2:43]2)[C:35](=[O:36])[CH2:34][C@H:28]2[CH2:27][C@@H:26]([CH2:25][CH2:24][N:23]3[C:11]([CH:12]([CH3:14])[CH3:13])=[CH:10][C:9]([C:16]4[CH:21]=[CH:20][CH:19]=[CH:18][CH:17]=4)=[C:8]3[C:5]3[CH:6]=[CH:7][C:2]([F:1])=[CH:3][CH:4]=3)[O:31][C:30]([CH3:33])([CH3:32])[O:29]2)[CH2:45][CH2:46][CH2:47][CH2:48][CH2:49]1, predict the reactants needed to synthesize it. The reactants are: [F:1][C:2]1[CH:7]=[CH:6][C:5]([C:8](=O)[CH:9]([C:16]2[CH:21]=[CH:20][CH:19]=[CH:18][CH:17]=2)[CH2:10][C:11](=O)[CH:12]([CH3:14])[CH3:13])=[CH:4][CH:3]=1.[NH2:23][CH2:24][CH2:25][C@H:26]1[O:31][C:30]([CH3:33])([CH3:32])[O:29][C@@H:28]([CH2:34][C:35]([N:37]([CH:44]2[CH2:49][CH2:48][CH2:47][CH2:46][CH2:45]2)[CH:38]2[CH2:43][CH2:42][CH2:41][CH2:40][CH2:39]2)=[O:36])[CH2:27]1. (2) Given the product [OH:54][CH:52]1[C:49]2([CH2:51][CH2:50]2)[CH2:48][N:47]([CH2:46][CH2:45][CH2:44][O:21][C:15]2[CH:14]=[C:13]3[C:18]([C:9]([O:8][C:7]4[CH:6]=[CH:5][C:4]([NH:22][C:23]([C:25]5[C:26](=[O:38])[N:27]([C:32]6[CH:37]=[CH:36][CH:35]=[CH:34][CH:33]=6)[N:28]([CH3:31])[C:29]=5[CH3:30])=[O:24])=[CH:3][C:2]=4[F:1])=[CH:10][CH:11]=[N:12]3)=[CH:17][C:16]=2[O:19][CH3:20])[CH2:53]1, predict the reactants needed to synthesize it. The reactants are: [F:1][C:2]1[CH:3]=[C:4]([NH:22][C:23]([C:25]2[C:26](=[O:38])[N:27]([C:32]3[CH:37]=[CH:36][CH:35]=[CH:34][CH:33]=3)[N:28]([CH3:31])[C:29]=2[CH3:30])=[O:24])[CH:5]=[CH:6][C:7]=1[O:8][C:9]1[C:18]2[C:13](=[CH:14][C:15]([OH:21])=[C:16]([O:19][CH3:20])[CH:17]=2)[N:12]=[CH:11][CH:10]=1.CS(O[CH2:44][CH2:45][CH2:46][N:47]1[CH2:53][CH:52]([OH:54])[C:49]2([CH2:51][CH2:50]2)[CH2:48]1)(=O)=O.C([O-])([O-])=O.[Cs+].[Cs+].